From a dataset of Reaction yield outcomes from USPTO patents with 853,638 reactions. Predict the reaction yield, written as a fraction of the theoretical maximum amount of product (1.0 means a 100% yield; for example, 0.34 means a 34% yield). (1) The reactants are Br[C:2]1[S:3][CH:4]=[CH:5][C:6]=1[C:7]([O:9]C)=O.[NH2:11][C:12]1[C:21](B2OC(C)(C)C(C)(C)O2)=[CH:20][CH:19]=[CH:18][C:13]=1[C:14]([O:16][CH3:17])=[O:15].C([O-])([O-])=O.[Cs+].[Cs+].C(Cl)Cl. The catalyst is O1CCOCC1.O.C1C=CC(P(C2C=CC=CC=2)[C-]2C=CC=C2)=CC=1.C1C=CC(P(C2C=CC=CC=2)[C-]2C=CC=C2)=CC=1.Cl[Pd]Cl.[Fe+2]. The product is [O:9]=[C:7]1[C:6]2[CH:5]=[CH:4][S:3][C:2]=2[C:21]2[C:12](=[C:13]([C:14]([O:16][CH3:17])=[O:15])[CH:18]=[CH:19][CH:20]=2)[NH:11]1. The yield is 0.280. (2) The reactants are [CH:1]1([C:4]2[C:5]([N:26]([CH2:31][C:32]3[CH:37]=[CH:36][C:35]([O:38][CH3:39])=[CH:34][CH:33]=3)[S:27]([CH3:30])(=[O:29])=[O:28])=[CH:6][C:7]3[O:11][C:10]([C:12]4[CH:17]=[CH:16][C:15]([F:18])=[CH:14][CH:13]=4)=[C:9]([C:19]4[NH:20][CH2:21][CH:22]([CH3:24])[N:23]=4)[C:8]=3[CH:25]=2)[CH2:3][CH2:2]1.C(=O)([O-])[O-].[K+].[K+].C(O)(=O)C.C(O)(=O)C.IC1C=CC=CC=1. The catalyst is CS(C)=O. The product is [CH:1]1([C:4]2[C:5]([N:26]([CH2:31][C:32]3[CH:33]=[CH:34][C:35]([O:38][CH3:39])=[CH:36][CH:37]=3)[S:27]([CH3:30])(=[O:29])=[O:28])=[CH:6][C:7]3[O:11][C:10]([C:12]4[CH:17]=[CH:16][C:15]([F:18])=[CH:14][CH:13]=4)=[C:9]([C:19]4[NH:20][CH:21]=[C:22]([CH3:24])[N:23]=4)[C:8]=3[CH:25]=2)[CH2:3][CH2:2]1. The yield is 0.710. (3) The reactants are [O:1]1[CH2:6][CH:5]=[C:4]([C:7]2[CH:12]=[CH:11][C:10]([N:13]3[CH:18]=[C:17]([O:19][CH3:20])[C:16](=[O:21])[C:15]([C:22]4[N:26]([C:27]5[CH:32]=[CH:31][CH:30]=[CH:29][CH:28]=5)[N:25]=[CH:24][CH:23]=4)=[N:14]3)=[C:9]([F:33])[CH:8]=2)[CH2:3][CH2:2]1.C1COCC1. The catalyst is [Pd].CO. The product is [F:33][C:9]1[CH:8]=[C:7]([CH:4]2[CH2:3][CH2:2][O:1][CH2:6][CH2:5]2)[CH:12]=[CH:11][C:10]=1[N:13]1[CH:18]=[C:17]([O:19][CH3:20])[C:16](=[O:21])[C:15]([C:22]2[N:26]([C:27]3[CH:28]=[CH:29][CH:30]=[CH:31][CH:32]=3)[N:25]=[CH:24][CH:23]=2)=[N:14]1. The yield is 0.850.